Dataset: Forward reaction prediction with 1.9M reactions from USPTO patents (1976-2016). Task: Predict the product of the given reaction. (1) Given the reactants [CH2:1]([C:5]1[CH:13]=[CH:12][C:8]([C:9]([NH2:11])=[O:10])=[CH:7][C:6]=1[N+:14]([O-])=O)[CH:2]([CH3:4])[CH3:3].CC1C=CC(C(N)=O)=CC=1NC(N)=S, predict the reaction product. The product is: [NH2:14][C:6]1[CH:7]=[C:8]([CH:12]=[CH:13][C:5]=1[CH2:1][CH:2]([CH3:4])[CH3:3])[C:9]([NH2:11])=[O:10]. (2) The product is: [Cl:1][C:2]1[CH:3]=[CH:4][C:5]([S:8]([N:11]([CH2:19][C:20]2[CH:21]=[CH:22][C:23]([C:24]([OH:26])=[O:25])=[CH:28][CH:29]=2)[CH:12]2[CH2:17][CH2:16][CH2:15][CH:14]([CH3:18])[CH2:13]2)(=[O:9])=[O:10])=[CH:6][CH:7]=1. Given the reactants [Cl:1][C:2]1[CH:7]=[CH:6][C:5]([S:8]([N:11]([CH2:19][C:20]2[CH:29]=[CH:28][C:23]([C:24]([O:26]C)=[O:25])=[CH:22][CH:21]=2)[CH:12]2[CH2:17][CH2:16][CH2:15][CH:14]([CH3:18])[CH2:13]2)(=[O:10])=[O:9])=[CH:4][CH:3]=1.O.[OH-].[Li+].Cl, predict the reaction product.